From a dataset of Catalyst prediction with 721,799 reactions and 888 catalyst types from USPTO. Predict which catalyst facilitates the given reaction. (1) The catalyst class is: 8. Product: [Cl:1][C:2]1[CH:23]=[C:22]([C:24]([F:27])([F:25])[F:26])[CH:21]=[CH:20][C:3]=1[CH2:4][N:5]1[C:9]([CH2:10][CH2:11][C:12]([OH:14])=[O:13])=[CH:8][C:7]([CH:17]([CH3:19])[CH3:18])=[N:6]1. Reactant: [Cl:1][C:2]1[CH:23]=[C:22]([C:24]([F:27])([F:26])[F:25])[CH:21]=[CH:20][C:3]=1[CH2:4][N:5]1[C:9]([CH2:10][CH2:11][C:12]([O:14]CC)=[O:13])=[CH:8][C:7]([CH:17]([CH3:19])[CH3:18])=[N:6]1.[OH-].[Na+].O1CCCC1. (2) Reactant: CI.[CH2:3]([C:6]1[C:11]([F:12])=[CH:10][CH:9]=[C:8]([N+:13]([O-:15])=[O:14])[C:7]=1[OH:16])[CH:4]=[CH2:5].[C:17](=O)([O-])[O-].[K+].[K+]. Product: [CH2:3]([C:6]1[C:7]([O:16][CH3:17])=[C:8]([N+:13]([O-:15])=[O:14])[CH:9]=[CH:10][C:11]=1[F:12])[CH:4]=[CH2:5]. The catalyst class is: 10. (3) Reactant: [C:1]1([C:29]2[CH:34]=[CH:33][CH:32]=[CH:31][CH:30]=2)[CH:6]=[CH:5][C:4]([NH:7][C:8](=[O:28])[C:9]2[CH:14]=[CH:13][C:12]([S:15]([CH3:17])=[O:16])=[C:11]([NH:18][C:19](=[O:27])[CH2:20][N:21]3[CH2:26][CH2:25][O:24][CH2:23][CH2:22]3)[CH:10]=2)=[CH:3][CH:2]=1.[OH:35]OS([O-])=O.[K+].ClCCl.S([O-])(O)=O.[Na+]. Product: [C:1]1([C:29]2[CH:30]=[CH:31][CH:32]=[CH:33][CH:34]=2)[CH:2]=[CH:3][C:4]([NH:7][C:8](=[O:28])[C:9]2[CH:14]=[CH:13][C:12]([S:15]([CH3:17])(=[O:35])=[O:16])=[C:11]([NH:18][C:19](=[O:27])[CH2:20][N:21]3[CH2:26][CH2:25][O:24][CH2:23][CH2:22]3)[CH:10]=2)=[CH:5][CH:6]=1. The catalyst class is: 24. (4) Reactant: [CH2:1]([O:3][C:4]([CH:6]1[CH2:11][CH2:10][NH:9][CH2:8][CH2:7]1)=[O:5])[CH3:2].[C:12](O[C:12]([O:14][C:15]([CH3:18])([CH3:17])[CH3:16])=[O:13])([O:14][C:15]([CH3:18])([CH3:17])[CH3:16])=[O:13].C([O-])([O-])=O.[Na+].[Na+]. Product: [CH2:1]([O:3][C:4]([CH:6]1[CH2:11][CH2:10][N:9]([C:12]([O:14][C:15]([CH3:18])([CH3:17])[CH3:16])=[O:13])[CH2:8][CH2:7]1)=[O:5])[CH3:2]. The catalyst class is: 90.